From a dataset of Full USPTO retrosynthesis dataset with 1.9M reactions from patents (1976-2016). Predict the reactants needed to synthesize the given product. (1) The reactants are: [Cl:1][C:2]1[N:7]=[C:6]([CH3:8])[N:5]=[C:4]([NH:9][C:10]2[S:11][C:12]([C:15]([O:17]C)=[O:16])=[CH:13][N:14]=2)[CH:3]=1.[OH-].[Na+].Cl. Given the product [Cl:1][C:2]1[N:7]=[C:6]([CH3:8])[N:5]=[C:4]([NH:9][C:10]2[S:11][C:12]([C:15]([OH:17])=[O:16])=[CH:13][N:14]=2)[CH:3]=1, predict the reactants needed to synthesize it. (2) Given the product [CH2:1]([NH:14][CH2:13][CH:12]([O:15][CH2:16][CH3:17])[O:11][CH2:9][CH3:10])[C:2]1[CH:7]=[CH:6][CH:5]=[CH:4][CH:3]=1, predict the reactants needed to synthesize it. The reactants are: [CH:1](=O)[C:2]1[CH:7]=[CH:6][CH:5]=[CH:4][CH:3]=1.[CH2:9]([O:11][CH:12]([O:15][CH2:16][CH3:17])[CH2:13][NH2:14])[CH3:10].C(O)(=O)C.C([BH3-])#N.[Na+]. (3) Given the product [NH:12]1[C:20]2[C:15](=[CH:16][CH:17]=[C:18]([CH2:21][NH:11][C:1]34[CH2:8][CH:7]5[CH2:6][CH:5]([CH2:4][CH:3]([CH2:9]5)[CH2:2]3)[CH2:10]4)[CH:19]=2)[CH:14]=[N:13]1, predict the reactants needed to synthesize it. The reactants are: [C:1]12([NH2:11])[CH2:10][CH:5]3[CH2:6][CH:7]([CH2:9][CH:3]([CH2:4]3)[CH2:2]1)[CH2:8]2.[NH:12]1[C:20]2[C:15](=[CH:16][CH:17]=[C:18]([CH:21]=O)[CH:19]=2)[CH:14]=[N:13]1.C12(NCC3C=CC(Br)=CC=3)CC3CC(CC(C3)C1)C2. (4) The reactants are: [CH3:1][C@:2]1([CH2:10][N:11]2[C:15]3[CH:16]=[C:17]([C:20]#[N:21])[CH:18]=[CH:19][C:14]=3[N:13]=[CH:12]2)CCC[C@:4]2(OC2)[CH2:3]1.[CH3:22][C:23]([C:26]1[O:30][N:29]=[C:28]([NH:31][C:32](=[O:38])[O:33][C:34]([CH3:37])([CH3:36])[CH3:35])[CH:27]=1)([CH3:25])[CH3:24].CC(C)([O-])C.[K+]. Given the product [CH3:25][C:23]([C:26]1[O:30][N:29]=[C:28]([N:31]2[CH2:35][C@@:34]3([CH2:37][CH2:4][CH2:3][C@@:2]([CH2:10][N:11]4[C:15]5[CH:16]=[C:17]([C:20]#[N:21])[CH:18]=[CH:19][C:14]=5[N:13]=[CH:12]4)([CH3:1])[CH2:36]3)[O:33][C:32]2=[O:38])[CH:27]=1)([CH3:22])[CH3:24], predict the reactants needed to synthesize it. (5) Given the product [Br:1][C:2]1[C:3]([N:9]2[CH2:14][CH2:13][NH:12][CH2:11][CH2:10]2)=[N:4][CH:5]=[CH:6][CH:7]=1, predict the reactants needed to synthesize it. The reactants are: [Br:1][C:2]1[C:3](Cl)=[N:4][CH:5]=[CH:6][CH:7]=1.[NH:9]1[CH2:14][CH2:13][NH:12][CH2:11][CH2:10]1. (6) Given the product [NH2:32][C@H:7]1[CH2:6][C@@H:5]([NH:4][C:1](=[O:3])[CH3:2])[C@@H:10]([N:11]2[CH2:15][CH2:14][C@H:13]([NH:16][C:17]3[C:26]4[C:21](=[CH:22][CH:23]=[C:24]([C:27]([F:29])([F:30])[F:28])[CH:25]=4)[N:20]=[CH:19][N:18]=3)[C:12]2=[O:31])[CH2:9][CH2:8]1.[C:42]([OH:44])([C:41]([F:46])([F:45])[F:40])=[O:43], predict the reactants needed to synthesize it. The reactants are: [C:1]([NH:4][C@H:5]1[C@@H:10]([N:11]2[CH2:15][CH2:14][C@H:13]([NH:16][C:17]3[C:26]4[C:21](=[CH:22][CH:23]=[C:24]([C:27]([F:30])([F:29])[F:28])[CH:25]=4)[N:20]=[CH:19][N:18]=3)[C:12]2=[O:31])[CH2:9][CH2:8][C@@H:7]([NH:32]C(=O)OC(C)(C)C)[CH2:6]1)(=[O:3])[CH3:2].[F:40][C:41]([F:46])([F:45])[C:42]([OH:44])=[O:43]. (7) Given the product [CH2:1]([O:3][C:4]([C:6]1[C:7]([NH:17][CH3:15])=[N:8][C:9]([S:12][CH3:13])=[N:10][CH:11]=1)=[O:5])[CH3:2], predict the reactants needed to synthesize it. The reactants are: [CH2:1]([O:3][C:4]([C:6]1[C:7](Cl)=[N:8][C:9]([S:12][CH3:13])=[N:10][CH:11]=1)=[O:5])[CH3:2].[CH2:15]([N:17](CC)CC)C.CN.